From a dataset of Full USPTO retrosynthesis dataset with 1.9M reactions from patents (1976-2016). Predict the reactants needed to synthesize the given product. (1) Given the product [CH3:1][O:2][C:3]1[CH:4]=[CH:5][C:6]([CH2:7][O:8][C:9]2[C:18](=[O:19])[C:17]3[C:12](=[C:13]([C:20]([NH2:21])=[O:25])[CH:14]=[CH:15][CH:16]=3)[N:11]([CH3:22])[CH:10]=2)=[CH:23][CH:24]=1, predict the reactants needed to synthesize it. The reactants are: [CH3:1][O:2][C:3]1[CH:24]=[CH:23][C:6]([CH2:7][O:8][C:9]2[C:18](=[O:19])[C:17]3[C:12](=[C:13]([C:20]#[N:21])[CH:14]=[CH:15][CH:16]=3)[N:11]([CH3:22])[CH:10]=2)=[CH:5][CH:4]=1.[OH-:25].[Na+]. (2) Given the product [CH3:25][C:26]1[CH:27]=[CH:28][C:29]([CH:32]2[CH2:36][CH2:35][N:34]([C:14]([C:10]3[CH:11]=[N:12][O:13][C:9]=3[C:6]3[CH:5]=[CH:4][C:3]([C:2]([F:1])([F:18])[F:17])=[CH:8][CH:7]=3)=[O:16])[CH2:33]2)=[CH:30][CH:31]=1, predict the reactants needed to synthesize it. The reactants are: [F:1][C:2]([F:18])([F:17])[C:3]1[CH:8]=[CH:7][C:6]([C:9]2[O:13][N:12]=[CH:11][C:10]=2[C:14]([OH:16])=O)=[CH:5][CH:4]=1.C(O)(=O)C(O)=O.[CH3:25][C:26]1[CH:31]=[CH:30][C:29]([CH:32]2[CH2:36][CH2:35][NH:34][CH2:33]2)=[CH:28][CH:27]=1. (3) Given the product [Br:23][C:20]1[CH:21]=[CH:22][C:17]([C@H:15]([CH3:16])[CH2:14][OH:25])=[C:18]([F:24])[CH:19]=1, predict the reactants needed to synthesize it. The reactants are: C([C@H]1COC(=O)N1[C:14](=[O:25])[C@H:15]([C:17]1[CH:22]=[CH:21][C:20]([Br:23])=[CH:19][C:18]=1[F:24])[CH3:16])C1C=CC=CC=1.[BH4-].[Na+]. (4) Given the product [Br:12][C:13]1[CH:18]=[C:17]([C:4]2[CH:5]=[CH:6][CH:7]=[CH:8][C:3]=2[O:2][CH3:1])[CH:16]=[CH:15][CH:14]=1, predict the reactants needed to synthesize it. The reactants are: [CH3:1][O:2][C:3]1[CH:8]=[CH:7][CH:6]=[CH:5][C:4]=1B(O)O.[Br:12][C:13]1[CH:14]=[CH:15][CH:16]=[C:17](Br)[CH:18]=1.C(=O)(O)[O-].[Na+]. (5) Given the product [CH3:23][O:22][C:7]1[C:8]([O:20][CH3:21])=[CH:9][C:10]2[C:11]([C:12]3[CH:17]=[CH:16][C:15]([O:18][CH3:19])=[CH:14][CH:13]=3)=[C:3]3[CH2:2][O:1][CH2:25][CH2:24][N:4]3[C:5]=2[CH:6]=1, predict the reactants needed to synthesize it. The reactants are: [OH:1][CH2:2][C:3]1[N:4]([CH2:24][CH2:25]O)[C:5]2[C:10]([C:11]=1[C:12]1[CH:17]=[CH:16][C:15]([O:18][CH3:19])=[CH:14][CH:13]=1)=[CH:9][C:8]([O:20][CH3:21])=[C:7]([O:22][CH3:23])[CH:6]=2.[H-].[Na+].S(C1NC=CN=1)(C1C=CC(C)=CC=1)(=O)=O.[NH4+].[Cl-].